From a dataset of Full USPTO retrosynthesis dataset with 1.9M reactions from patents (1976-2016). Predict the reactants needed to synthesize the given product. Given the product [CH:5]1[C:4]2[C:3](=[CH:2][C:18]3[C:13](=[O:20])[C:14]4[C:15]([C:16](=[O:19])[C:17]=3[CH:9]=2)=[CH:9][C:4]2[C:3](=[CH:8][CH:7]=[CH:6][CH:5]=2)[CH:2]=4)[CH:8]=[CH:7][CH:6]=1, predict the reactants needed to synthesize it. The reactants are: Br[CH:2](Br)[C:3]1[C:4]([CH:9](Br)Br)=[CH:5][CH:6]=[CH:7][CH:8]=1.[C:13]1(=[O:20])[CH:18]=[CH:17][C:16](=[O:19])[CH:15]=[CH:14]1.[I-].[Na+].